This data is from NCI-60 drug combinations with 297,098 pairs across 59 cell lines. The task is: Regression. Given two drug SMILES strings and cell line genomic features, predict the synergy score measuring deviation from expected non-interaction effect. (1) Drug 1: C(=O)(N)NO. Drug 2: CN(CCCl)CCCl.Cl. Cell line: SR. Synergy scores: CSS=27.9, Synergy_ZIP=-0.304, Synergy_Bliss=-2.52, Synergy_Loewe=-33.3, Synergy_HSA=-3.21. (2) Drug 1: CCC1(CC2CC(C3=C(CCN(C2)C1)C4=CC=CC=C4N3)(C5=C(C=C6C(=C5)C78CCN9C7C(C=CC9)(C(C(C8N6C=O)(C(=O)OC)O)OC(=O)C)CC)OC)C(=O)OC)O.OS(=O)(=O)O. Drug 2: CC(C)CN1C=NC2=C1C3=CC=CC=C3N=C2N. Cell line: SK-MEL-5. Synergy scores: CSS=29.3, Synergy_ZIP=-6.62, Synergy_Bliss=-2.60, Synergy_Loewe=-16.5, Synergy_HSA=-3.92. (3) Drug 1: CC(C)(C#N)C1=CC(=CC(=C1)CN2C=NC=N2)C(C)(C)C#N. Drug 2: C1CC(=O)NC(=O)C1N2C(=O)C3=CC=CC=C3C2=O. Cell line: HCT-15. Synergy scores: CSS=-1.79, Synergy_ZIP=-5.45, Synergy_Bliss=-16.5, Synergy_Loewe=-6.52, Synergy_HSA=-11.1. (4) Drug 1: CC1CCC2CC(C(=CC=CC=CC(CC(C(=O)C(C(C(=CC(C(=O)CC(OC(=O)C3CCCCN3C(=O)C(=O)C1(O2)O)C(C)CC4CCC(C(C4)OC)O)C)C)O)OC)C)C)C)OC. Drug 2: C1C(C(OC1N2C=NC(=NC2=O)N)CO)O. Cell line: CCRF-CEM. Synergy scores: CSS=51.1, Synergy_ZIP=0.882, Synergy_Bliss=1.17, Synergy_Loewe=7.37, Synergy_HSA=8.87. (5) Drug 1: CC1=C(C(CCC1)(C)C)C=CC(=CC=CC(=CC(=O)O)C)C. Drug 2: CC1C(C(CC(O1)OC2CC(CC3=C2C(=C4C(=C3O)C(=O)C5=C(C4=O)C(=CC=C5)OC)O)(C(=O)CO)O)N)O.Cl. Cell line: OVCAR-5. Synergy scores: CSS=26.3, Synergy_ZIP=-3.03, Synergy_Bliss=-1.14, Synergy_Loewe=-12.9, Synergy_HSA=-0.574.